From a dataset of Catalyst prediction with 721,799 reactions and 888 catalyst types from USPTO. Predict which catalyst facilitates the given reaction. (1) Reactant: [C:1]1([C:15]([O-])=[C:11]([N+:12]([O-:14])=[O:13])[CH:10]=[C:6]([N+:7]([O-:9])=[O:8])[CH:5]=1)[N+:2]([O-:4])=[O:3].[NH4+:17].P([O-])([O-])(O)=O.[NH4+].[NH4+].S1(CCCC1)(=O)=O. Product: [CH:5]1[C:1]([N+:2]([O-:4])=[O:3])=[C:15]([NH2:17])[C:11]([N+:12]([O-:14])=[O:13])=[CH:10][C:6]=1[N+:7]([O-:9])=[O:8]. The catalyst class is: 6. (2) Reactant: [OH-].[OH:2][CH2:3][CH2:4][CH2:5][N+:6]1[CH:10]=[CH:9][N:8]([CH3:11])[CH:7]=1.[F:12][P-:13]([F:18])([F:17])([F:16])([F:15])[F:14].[H+]. Product: [F:12][P-:13]([F:18])([F:17])([F:16])([F:15])[F:14].[OH:2][CH2:3][CH2:4][CH2:5][N+:6]1[CH:10]=[CH:9][N:8]([CH3:11])[CH:7]=1. The catalyst class is: 6. (3) Reactant: [C:1]1([C:7]([SH:20])([C:14]2[CH:19]=[CH:18][CH:17]=[CH:16][CH:15]=2)[C:8]2[CH:13]=[CH:12][CH:11]=[CH:10][CH:9]=2)[CH:6]=[CH:5][CH:4]=[CH:3][CH:2]=1.[N:21](OC(C)(C)C)=[O:22]. Product: [N:21]([S:20][C:7]([C:8]1[CH:13]=[CH:12][CH:11]=[CH:10][CH:9]=1)([C:14]1[CH:15]=[CH:16][CH:17]=[CH:18][CH:19]=1)[C:1]1[CH:6]=[CH:5][CH:4]=[CH:3][CH:2]=1)=[O:22]. The catalyst class is: 2. (4) Reactant: I.I.[N:3]1([C:10]2[N:14]([CH2:15][CH2:16][O:17][CH2:18][CH2:19][O:20][CH3:21])[C:13]3[CH:22]=[CH:23][CH:24]=[CH:25][C:12]=3[N:11]=2)[CH2:9][CH2:8][CH2:7][NH:6][CH2:5][CH2:4]1.[CH3:26][O:27][C:28]1[CH:33]=[CH:32][C:31]([N:34]2[CH:38]=[N:37][N:36]=[N:35]2)=[CH:30][C:29]=1[C:39]([N:41]1[CH2:45][CH2:44][C@:43]([CH2:52][CH2:53]OS(C)(=O)=O)([C:46]2[CH:51]=[CH:50][CH:49]=[CH:48][CH:47]=2)[CH2:42]1)=[O:40].C(N(CC)CC)C. Product: [CH3:21][O:20][CH2:19][CH2:18][O:17][CH2:16][CH2:15][N:14]1[C:13]2[CH:22]=[CH:23][CH:24]=[CH:25][C:12]=2[N:11]=[C:10]1[N:3]1[CH2:9][CH2:8][CH2:7][N:6]([CH2:53][CH2:52][C@:43]2([C:46]3[CH:51]=[CH:50][CH:49]=[CH:48][CH:47]=3)[CH2:44][CH2:45][N:41]([C:39]([C:29]3[CH:30]=[C:31]([N:34]4[CH:38]=[N:37][N:36]=[N:35]4)[CH:32]=[CH:33][C:28]=3[O:27][CH3:26])=[O:40])[CH2:42]2)[CH2:5][CH2:4]1. The catalyst class is: 10. (5) The catalyst class is: 3. Product: [CH2:1]([O:8][C:9]1[CH:10]=[CH:11][C:12]([C:15]2[N:19]([C:20]3[CH:21]=[CH:22][C:23]([O:26][CH3:27])=[N:24][CH:25]=3)[N:18]=[C:17]([O:28][CH3:29])[CH:16]=2)=[CH:13][CH:14]=1)[C:2]1[CH:7]=[CH:6][CH:5]=[CH:4][CH:3]=1. Reactant: [CH2:1]([O:8][C:9]1[CH:14]=[CH:13][C:12]([C:15]2[N:19]([C:20]3[CH:21]=[CH:22][C:23]([O:26][CH3:27])=[N:24][CH:25]=3)[N:18]=[C:17]([OH:28])[CH:16]=2)=[CH:11][CH:10]=1)[C:2]1[CH:7]=[CH:6][CH:5]=[CH:4][CH:3]=1.[C:29](=O)(OC)OC.C(=O)([O-])[O-].[K+].[K+].